From a dataset of Forward reaction prediction with 1.9M reactions from USPTO patents (1976-2016). Predict the product of the given reaction. (1) The product is: [CH2:13]([O:12][C:8]1[CH:7]=[C:6]([CH:5]=[C:4]([O:3][CH2:1][CH3:2])[C:9]=1[O:10][CH3:11])[CH:15]=[O:16])[CH3:14]. Given the reactants [CH2:1]([O:3][C:4]1[CH:5]=[C:6]([CH2:15][OH:16])[CH:7]=[C:8]([O:12][CH2:13][CH3:14])[C:9]=1[O:10][CH3:11])[CH3:2], predict the reaction product. (2) Given the reactants [CH3:1][C:2]1[CH:7]=[CH:6][CH:5]=[CH:4][C:3]=1B(O)O.Br[C:12]1[CH:19]=[CH:18][C:15]([CH:16]=[O:17])=[CH:14][CH:13]=1, predict the reaction product. The product is: [CH3:1][C:2]1[CH:7]=[CH:6][CH:5]=[CH:4][C:3]=1[C:12]1[CH:19]=[CH:18][C:15]([CH:16]=[O:17])=[CH:14][CH:13]=1. (3) The product is: [C:10]([S:13]([N:15]1[CH2:4][CH:16]1[C:17]1[CH:18]=[CH:19][C:20]([S:23]([CH2:26][CH2:27][CH3:28])(=[O:25])=[O:24])=[CH:21][CH:22]=1)=[O:14])([CH3:9])([CH3:11])[CH3:12]. Given the reactants [H-].[Na+].[I-].[CH3:4][S+](C)(C)=O.[CH3:9][C:10]([S:13](/[N:15]=[CH:16]/[C:17]1[CH:22]=[CH:21][C:20]([S:23]([CH2:26][CH2:27][CH3:28])(=[O:25])=[O:24])=[CH:19][CH:18]=1)=[O:14])([CH3:12])[CH3:11], predict the reaction product. (4) The product is: [C:40]([CH2:39][N:62]([C:56]1[CH:61]=[CH:60][CH:59]=[CH:58][CH:57]=1)[CH2:63][CH2:64][NH:65][C:12]([C@:14]12[CH2:48][CH2:47][C@@H:46]([C:49]([CH3:51])=[CH2:50])[C@@H:15]1[C@@H:16]1[C@@:29]([CH3:32])([CH2:30][CH2:31]2)[C@@:28]2([CH3:33])[C@@H:19]([C@:20]3([CH3:45])[C@@H:25]([CH2:26][CH2:27]2)[C:24]([CH3:35])([CH3:34])[C:23]([C:36]2[CH:44]=[CH:43][C:39]([C:40]([OH:42])=[O:41])=[CH:38][CH:37]=2)=[CH:22][CH2:21]3)[CH2:18][CH2:17]1)=[O:13])([OH:42])=[O:41]. Given the reactants C(N(CC(O)=O)CCN[C:12]([C@:14]12[CH2:48][CH2:47][C@@H:46]([C:49]([CH3:51])=[CH2:50])[C@@H:15]1[C@@H:16]1[C@@:29]([CH3:32])([CH2:30][CH2:31]2)[C@@:28]2([CH3:33])[C@@H:19]([C@:20]3([CH3:45])[C@@H:25]([CH2:26][CH2:27]2)[C:24]([CH3:35])([CH3:34])[C:23]([C:36]2[CH:44]=[CH:43][C:39]([C:40]([OH:42])=[O:41])=[CH:38][CH:37]=2)=[CH:22][CH2:21]3)[CH2:18][CH2:17]1)=[O:13])C1C=CC=CC=1.[C:56]1([NH:62][CH2:63][CH2:64][NH2:65])[CH:61]=[CH:60][CH:59]=[CH:58][CH:57]=1, predict the reaction product. (5) Given the reactants [C:1]1([C:7]2[C:8]3[CH:19]=[CH:18][CH:17]=[CH:16][C:9]=3[S:10][C:11]=2[C:12]([O:14]C)=[O:13])[CH:6]=[CH:5][CH:4]=[CH:3][CH:2]=1.O.[OH-].[Li+].O, predict the reaction product. The product is: [C:1]1([C:7]2[C:8]3[CH:19]=[CH:18][CH:17]=[CH:16][C:9]=3[S:10][C:11]=2[C:12]([OH:14])=[O:13])[CH:2]=[CH:3][CH:4]=[CH:5][CH:6]=1. (6) Given the reactants [CH2:1]([CH:4]1[CH2:8][CH2:7][O:6][CH:5]1[OH:9])[CH:2]=[CH2:3].[CH2:10]([O:12]C(P(C1C=CC=CC=1)(C1C=CC=CC=1)C1C=CC=CC=1)=O)C.[C:34]1([CH3:40])C=CC=C[CH:35]=1, predict the reaction product. The product is: [OH:12][CH2:10][CH2:3][CH:2]([CH2:40][CH:34]=[CH2:35])/[CH:1]=[CH:4]/[C:5]([O:6][CH2:7][CH3:8])=[O:9]. (7) Given the reactants [CH2:1]([C:3]1[C:11]2[C:6](=[N:7][CH:8]=[N:9][C:10]=2[C:12]2[CH:13]=[C:14]([C:18]3([C:21]#[N:22])[CH2:20][CH2:19]3)[CH:15]=[CH:16][CH:17]=2)[N:5]([C:23]([C:36]2[CH:41]=[CH:40][CH:39]=[CH:38][CH:37]=2)([C:30]2[CH:35]=[CH:34][CH:33]=[CH:32][CH:31]=2)[C:24]2[CH:29]=[CH:28][CH:27]=[CH:26][CH:25]=2)[N:4]=1)[CH3:2].CN(C)CC.C1(C)C=CC=CC=1, predict the reaction product. The product is: [CH2:1]([C:3]1[C:11]2[C:6](=[N:7][CH:8]=[N:9][C:10]=2[C:12]2[CH:13]=[C:14]([C:18]3([CH2:21][NH2:22])[CH2:20][CH2:19]3)[CH:15]=[CH:16][CH:17]=2)[N:5]([C:23]([C:30]2[CH:35]=[CH:34][CH:33]=[CH:32][CH:31]=2)([C:24]2[CH:29]=[CH:28][CH:27]=[CH:26][CH:25]=2)[C:36]2[CH:37]=[CH:38][CH:39]=[CH:40][CH:41]=2)[N:4]=1)[CH3:2]. (8) The product is: [Cl:56][C:57]1[CH:68]=[CH:67][C:60]2[NH:61][C:62]([CH:64]([NH:28][C:18](=[O:20])[C:17]3[CH:21]=[CH:22][C:14]([N:8]4[C:9]5[CH2:13][CH2:12][CH2:11][C:10]=5[C:6]([C:4]([O:3][CH2:1][CH3:2])=[O:5])=[N:7]4)=[C:15]([C:23]([F:24])([F:25])[F:26])[CH:16]=3)[CH3:65])=[N:63][C:59]=2[CH:58]=1. Given the reactants [CH2:1]([O:3][C:4]([C:6]1[C:10]2[CH2:11][CH2:12][CH2:13][C:9]=2[N:8]([C:14]2[CH:22]=[CH:21][C:17]([C:18]([OH:20])=O)=[CH:16][C:15]=2[C:23]([F:26])([F:25])[F:24])[N:7]=1)=[O:5])[CH3:2].C[N:28](C(ON1N=NC2C=CC=CC1=2)=[N+](C)C)C.[B-](F)(F)(F)F.C(N(CC)CC)C.[Cl:56][C:57]1[CH:68]=[CH:67][C:60]2[NH:61][C:62]([CH2:64][CH2:65]N)=[N:63][C:59]=2[CH:58]=1, predict the reaction product. (9) Given the reactants [N+]([C:4]1[CH:5]=[C:6]([CH:12]=[CH:13][CH:14]=1)[O:7][CH2:8][C@@H:9]1[CH2:11][O:10]1)([O-])=O.C(=O)([O-])[O-].[Cs+].[Cs+].[O:21]1[CH2:23][CH2:22]1.C[N:25](C)C=O, predict the reaction product. The product is: [CH3:23][C:22]1[O:21][C:4]2[CH:14]=[CH:13][CH:12]=[C:6]([O:7][CH2:8][C@@H:9]3[CH2:11][O:10]3)[C:5]=2[N:25]=1. (10) Given the reactants [C:1]1([N:7]([C:9]2[CH:14]=[CH:13][CH:12]=[CH:11][CH:10]=2)[NH2:8])[CH:6]=[CH:5][CH:4]=[CH:3][CH:2]=1.[OH:15][C:16]1[CH:23]=[C:22]([OH:24])[CH:21]=[CH:20][C:17]=1[CH:18]=O, predict the reaction product. The product is: [C:1]1([N:7]([C:9]2[CH:14]=[CH:13][CH:12]=[CH:11][CH:10]=2)[N:8]=[CH:18][C:17]2[CH:20]=[CH:21][C:22]([OH:24])=[CH:23][C:16]=2[OH:15])[CH:2]=[CH:3][CH:4]=[CH:5][CH:6]=1.